Dataset: Forward reaction prediction with 1.9M reactions from USPTO patents (1976-2016). Task: Predict the product of the given reaction. (1) Given the reactants [CH3:1][C:2]1[CH:3]=[C:4]([O:9][CH3:10])[CH:5]=[C:6]([CH3:8])[CH:7]=1.BrN1C(=O)CCC1=O.[CH3:19][S:20]([C:23]1[CH:28]=[CH:27][C:26]([OH:29])=[CH:25][CH:24]=1)(=[O:22])=[O:21].[H-].[Na+], predict the reaction product. The product is: [CH3:19][S:20]([C:23]1[CH:28]=[CH:27][C:26]([O:29][CH2:1][C:2]2[CH:7]=[C:6]([CH3:8])[CH:5]=[C:4]([O:9][CH3:10])[CH:3]=2)=[CH:25][CH:24]=1)(=[O:21])=[O:22]. (2) The product is: [CH3:4][CH2:3][C:5]1[C:13]2[NH:12][C:11]([CH2:14][NH2:2])=[C:10]([CH3:16])[C:9]=2[CH:8]=[CH:7][CH:6]=1. Given the reactants C[NH2:2].[CH2:3]([C:5]1[CH:6]=[CH:7][CH:8]=[C:9]2[C:13]=1[NH:12][C:11]([CH:14]=O)=[C:10]2[CH3:16])[CH3:4].[BH4-].[Na+].O, predict the reaction product.